This data is from Peptide-MHC class I binding affinity with 185,985 pairs from IEDB/IMGT. The task is: Regression. Given a peptide amino acid sequence and an MHC pseudo amino acid sequence, predict their binding affinity value. This is MHC class I binding data. (1) The peptide sequence is AMPNLYKMQR. The MHC is HLA-A31:01 with pseudo-sequence HLA-A31:01. The binding affinity (normalized) is 0.494. (2) The peptide sequence is FSFPQITLW. The MHC is HLA-B44:03 with pseudo-sequence HLA-B44:03. The binding affinity (normalized) is 0.0657. (3) The MHC is HLA-A24:03 with pseudo-sequence HLA-A24:03. The peptide sequence is IVMRYVLDH. The binding affinity (normalized) is 0.387. (4) The peptide sequence is DVKFHTQAF. The MHC is HLA-A26:01 with pseudo-sequence HLA-A26:01. The binding affinity (normalized) is 0.620.